Dataset: Catalyst prediction with 721,799 reactions and 888 catalyst types from USPTO. Task: Predict which catalyst facilitates the given reaction. (1) Reactant: [C:1]([C:5]1[CH:31]=[CH:30][C:8]([C:9]([NH:11][C:12]2[CH:28]=[CH:27][C:26]([NH2:29])=[CH:25][C:13]=2[C:14]([NH:16][C:17]2[CH:22]=[CH:21][C:20]([O:23][CH3:24])=[CH:19][CH:18]=2)=[O:15])=[O:10])=[CH:7][CH:6]=1)([CH3:4])([CH3:3])[CH3:2].N1C=CC=CC=1.[CH3:38][S:39](Cl)(=[O:41])=[O:40]. Product: [C:1]([C:5]1[CH:31]=[CH:30][C:8]([C:9]([NH:11][C:12]2[CH:28]=[CH:27][C:26]([NH:29][S:39]([CH3:38])(=[O:41])=[O:40])=[CH:25][C:13]=2[C:14]([NH:16][C:17]2[CH:22]=[CH:21][C:20]([O:23][CH3:24])=[CH:19][CH:18]=2)=[O:15])=[O:10])=[CH:7][CH:6]=1)([CH3:4])([CH3:2])[CH3:3]. The catalyst class is: 2. (2) Reactant: S([O-])([O-])=O.[Na+].[Na+].Cl[S:8]([C:11]1[C:12]([F:21])=[C:13]([C:17]([F:20])=[CH:18][CH:19]=1)[C:14]([OH:16])=[O:15])(=[O:10])=[O:9].S(=O)(=O)(O)O. Product: [F:21][C:12]1[C:11]([S:8]([OH:10])=[O:9])=[CH:19][CH:18]=[C:17]([F:20])[C:13]=1[C:14]([OH:16])=[O:15]. The catalyst class is: 6. (3) Reactant: Cl[C:2]1[CH:7]=[CH:6][N:5]=[C:4]([N:8]2[CH:12]=[CH:11][N:10]=[CH:9]2)[N:3]=1.[NH:13]1[CH2:18][CH2:17][CH2:16][CH2:15][CH:14]1[CH2:19][CH2:20][OH:21].CCN(C(C)C)C(C)C. Product: [N:8]1([C:4]2[N:3]=[C:2]([N:13]3[CH2:18][CH2:17][CH2:16][CH2:15][CH:14]3[CH2:19][CH2:20][OH:21])[CH:7]=[CH:6][N:5]=2)[CH:12]=[CH:11][N:10]=[CH:9]1. The catalyst class is: 3. (4) Reactant: [O:1]=[C:2]1[CH2:13][CH2:12][CH:11]=[CH:10][CH2:9][C@@H:8]([CH2:14][C:15]([O:17]C(C)(C)C)=O)[C:7](=[O:22])[O:6][CH2:5][C@H:4]([C:23]2[CH:28]=[CH:27][CH:26]=[CH:25][CH:24]=2)[NH:3]1.FC(F)(F)C(O)=O.O=C1CCC=CC[C@@H](CC(O)=O)C(=O)OC[C@H](C2C=CC=CC=2)N1.[Cl:60][C:61]1[CH:66]=[CH:65][C:64]([CH2:67][NH2:68])=[CH:63][CH:62]=1. Product: [Cl:60][C:61]1[CH:66]=[CH:65][C:64]([CH2:67][NH:68][C:15](=[O:17])[CH2:14][C@H:8]2[C:7](=[O:22])[O:6][CH2:5][C@H:4]([C:23]3[CH:24]=[CH:25][CH:26]=[CH:27][CH:28]=3)[NH:3][C:2](=[O:1])[CH2:13][CH2:12][CH:11]=[CH:10][CH2:9]2)=[CH:63][CH:62]=1. The catalyst class is: 512. (5) Reactant: [CH3:1][C:2]([CH3:25])([O:4][C:5]([N:7]([C@@H:9]1[C:17]2[C:12](=[CH:13][CH:14]=[CH:15][CH:16]=2)[CH2:11][C@@H:10]1[O:18]C1CCCCO1)[CH3:8])=[O:6])[CH3:3].C1(C)C=CC(S(O)(=O)=O)=CC=1.C(=O)(O)[O-].[Na+].O. Product: [CH3:3][C:2]([CH3:25])([O:4][C:5]([N:7]([C@@H:9]1[C:17]2[C:12](=[CH:13][CH:14]=[CH:15][CH:16]=2)[CH2:11][C@@H:10]1[OH:18])[CH3:8])=[O:6])[CH3:1]. The catalyst class is: 5. (6) Reactant: [OH:1][CH2:2][CH2:3][CH2:4][C:5]1[CH:10]=[CH:9][C:8]([OH:11])=[C:7]([I:12])[CH:6]=1.C1(C)C=CC(S(O[CH2:23][CH2:24][Cl:25])(=O)=O)=CC=1.C(=O)([O-])[O-].[K+].[K+].CCOC(C)=O. Product: [Cl:25][CH2:24][CH2:23][O:11][C:8]1[CH:9]=[CH:10][C:5]([CH2:4][CH2:3][CH2:2][OH:1])=[CH:6][C:7]=1[I:12]. The catalyst class is: 3. (7) Reactant: [CH3:1][NH:2][C@H:3]1[CH2:7][CH2:6][NH:5][CH2:4]1.[Cl:8][C:9]1[N:18]=[C:17](Cl)[C:16]2[C:11](=[CH:12][C:13]([C:20]([F:23])([F:22])[F:21])=[CH:14][CH:15]=2)[N:10]=1. Product: [Cl:8][C:9]1[N:18]=[C:17]([N:5]2[CH2:6][CH2:7][C@H:3]([NH:2][CH3:1])[CH2:4]2)[C:16]2[C:11](=[CH:12][C:13]([C:20]([F:21])([F:22])[F:23])=[CH:14][CH:15]=2)[N:10]=1. The catalyst class is: 8.